This data is from Forward reaction prediction with 1.9M reactions from USPTO patents (1976-2016). The task is: Predict the product of the given reaction. Given the reactants [CH2:1]1[O:6][NH:5][C:3](=[O:4])[C@@H:2]1[NH2:7].O.C(N(CC)CC)C.[C:16]([O:20][C:21](=O)[O:22]C(C)(C)C)([CH3:19])([CH3:18])[CH3:17], predict the reaction product. The product is: [O:4]=[C:3]1[C@H:2]([NH:7][C:21](=[O:22])[O:20][C:16]([CH3:19])([CH3:18])[CH3:17])[CH2:1][O:6][NH:5]1.